Dataset: Merck oncology drug combination screen with 23,052 pairs across 39 cell lines. Task: Regression. Given two drug SMILES strings and cell line genomic features, predict the synergy score measuring deviation from expected non-interaction effect. (1) Cell line: T47D. Synergy scores: synergy=18.4. Drug 1: O=C(O)C1(Cc2cccc(Nc3nccs3)n2)CCC(Oc2cccc(Cl)c2F)CC1. Drug 2: NC1CCCCC1N.O=C(O)C(=O)O.[Pt+2]. (2) Drug 1: N.N.O=C(O)C1(C(=O)O)CCC1.[Pt]. Drug 2: NC1(c2ccc(-c3nc4ccn5c(=O)[nH]nc5c4cc3-c3ccccc3)cc2)CCC1. Cell line: KPL1. Synergy scores: synergy=7.18.